From a dataset of Reaction yield outcomes from USPTO patents with 853,638 reactions. Predict the reaction yield, written as a fraction of the theoretical maximum amount of product (1.0 means a 100% yield; for example, 0.34 means a 34% yield). (1) The reactants are [NH:1]1[C:5]([CH:6]2[CH2:11][CH:10]([C:12]([O:14][CH2:15][CH3:16])=[O:13])[CH2:9][CH2:8][N:7]2[C:17]([O:19][CH2:20][C:21]2[CH:26]=[CH:25][CH:24]=[CH:23][CH:22]=2)=[O:18])=[N:4][N:3]=[N:2]1.IC.[C:29]([O-])([O-])=O.[K+].[K+]. The catalyst is CC(C)=O. The product is [CH3:29][N:3]1[N:2]=[N:1][C:5]([CH:6]2[CH2:11][CH:10]([C:12]([O:14][CH2:15][CH3:16])=[O:13])[CH2:9][CH2:8][N:7]2[C:17]([O:19][CH2:20][C:21]2[CH:22]=[CH:23][CH:24]=[CH:25][CH:26]=2)=[O:18])=[N:4]1.[CH3:29][N:4]1[C:5]([CH:6]2[CH2:11][CH:10]([C:12]([O:14][CH2:15][CH3:16])=[O:13])[CH2:9][CH2:8][N:7]2[C:17]([O:19][CH2:20][C:21]2[CH:22]=[CH:23][CH:24]=[CH:25][CH:26]=2)=[O:18])=[N:1][N:2]=[N:3]1. The yield is 0.510. (2) The reactants are [CH3:1][O:2][C:3]1[CH:8]=[CH:7][C:6]([N+:9]([O-:11])=[O:10])=[CH:5][C:4]=1[N:12]([CH3:17])[C:13](=O)[CH2:14][CH3:15].B.CSC. The catalyst is C1COCC1. The product is [CH3:1][O:2][C:3]1[CH:8]=[CH:7][C:6]([N+:9]([O-:11])=[O:10])=[CH:5][C:4]=1[N:12]([CH3:17])[CH2:13][CH2:14][CH3:15]. The yield is 0.960. (3) The yield is 0.870. The product is [C:1]([O:5][C:6]([N:8]1[CH2:13][CH2:12][CH2:11][C@@H:10]([N:14]2[C:18]3[CH:19]=[CH:20][CH:21]=[CH:22][C:17]=3[N:16]=[C:15]2[C@@H:23]([NH:25][C:27]2[N:35]=[CH:34][N:33]=[C:32]3[C:28]=2[N:29]=[CH:30][N:31]3[CH:36]2[CH2:41][CH2:40][CH2:39][CH2:38][O:37]2)[CH3:24])[CH2:9]1)=[O:7])([CH3:4])([CH3:2])[CH3:3]. The reactants are [C:1]([O:5][C:6]([N:8]1[CH2:13][CH2:12][CH2:11][C@@H:10]([N:14]2[C:18]3[CH:19]=[CH:20][CH:21]=[CH:22][C:17]=3[N:16]=[C:15]2[C@@H:23]([NH2:25])[CH3:24])[CH2:9]1)=[O:7])([CH3:4])([CH3:3])[CH3:2].Cl[C:27]1[N:35]=[CH:34][N:33]=[C:32]2[C:28]=1[N:29]=[CH:30][N:31]2[CH:36]1[CH2:41][CH2:40][CH2:39][CH2:38][O:37]1.CCN(C(C)C)C(C)C. No catalyst specified. (4) The reactants are [Br:1][C:2]1[C:11]2[C:6](=[CH:7][CH:8]=[CH:9][CH:10]=2)[C:5]([C:12]2[NH:16][C:15]([CH:17]3[CH2:21][CH2:20][CH2:19][NH:18]3)=[N:14][CH:13]=2)=[CH:4][CH:3]=1.[CH3:22][O:23][C:24]([NH:26][CH:27]([CH:31]([CH3:33])[CH3:32])[C:28](O)=[O:29])=[O:25].CN(C(ON1N=NC2C=CC=NC1=2)=[N+](C)C)C.F[P-](F)(F)(F)(F)F.CN1CCOCC1. The catalyst is CN(C=O)C. The product is [CH3:22][O:23][C:24](=[O:25])[NH:26][CH:27]([C:28]([N:18]1[CH2:19][CH2:20][CH2:21][CH:17]1[C:15]1[NH:16][C:12]([C:5]2[C:6]3[C:11](=[CH:10][CH:9]=[CH:8][CH:7]=3)[C:2]([Br:1])=[CH:3][CH:4]=2)=[CH:13][N:14]=1)=[O:29])[CH:31]([CH3:33])[CH3:32]. The yield is 0.720.